Predict the product of the given reaction. From a dataset of Forward reaction prediction with 1.9M reactions from USPTO patents (1976-2016). Given the reactants [N+:1]([C:4]1[CH:9]=[CH:8][C:7]([N:10]2[CH2:15][CH2:14][CH:13]([C:16]([O:18]C)=O)[CH2:12][CH2:11]2)=[CH:6][CH:5]=1)([O-:3])=[O:2].O.[NH2:21][NH2:22], predict the reaction product. The product is: [N+:1]([C:4]1[CH:9]=[CH:8][C:7]([N:10]2[CH2:15][CH2:14][CH:13]([C:16]([NH:21][NH2:22])=[O:18])[CH2:12][CH2:11]2)=[CH:6][CH:5]=1)([O-:3])=[O:2].